From a dataset of Reaction yield outcomes from USPTO patents with 853,638 reactions. Predict the reaction yield, written as a fraction of the theoretical maximum amount of product (1.0 means a 100% yield; for example, 0.34 means a 34% yield). (1) The reactants are [C:1]([NH:5][C:6]([C:8]1[C:12]2=[N:13][C:14]([C:17]3[C:25]4[C:20](=[CH:21][C:22]([F:26])=[CH:23][CH:24]=4)[NH:19][N:18]=3)=[CH:15][N:16]=[C:11]2[N:10]([C:27]([C:40]2[CH:45]=[CH:44][CH:43]=[CH:42][CH:41]=2)([C:34]2[CH:39]=[CH:38][CH:37]=[CH:36][CH:35]=2)[C:28]2[CH:33]=[CH:32][CH:31]=[CH:30][CH:29]=2)[CH:9]=1)=[O:7])([CH3:4])([CH3:3])[CH3:2].CS(O[CH2:51][CH2:52][CH:53]1[CH2:57][O:56][C:55]([CH3:59])([CH3:58])[O:54]1)(=O)=O.C([O-])([O-])=O.[K+].[K+].O. The catalyst is CN(C=O)C. The product is [C:1]([NH:5][C:6]([C:8]1[C:12]2=[N:13][C:14]([C:17]3[C:25]4[C:20](=[CH:21][C:22]([F:26])=[CH:23][CH:24]=4)[N:19]([CH2:51][CH2:52][CH:53]4[CH2:57][O:56][C:55]([CH3:59])([CH3:58])[O:54]4)[N:18]=3)=[CH:15][N:16]=[C:11]2[N:10]([C:27]([C:40]2[CH:45]=[CH:44][CH:43]=[CH:42][CH:41]=2)([C:34]2[CH:35]=[CH:36][CH:37]=[CH:38][CH:39]=2)[C:28]2[CH:33]=[CH:32][CH:31]=[CH:30][CH:29]=2)[CH:9]=1)=[O:7])([CH3:4])([CH3:2])[CH3:3]. The yield is 0.920. (2) The product is [CH2:1]([N:8]1[CH2:13][CH2:12][C:11]([OH:14])([C:17]#[N:18])[CH2:10][CH2:9]1)[C:2]1[CH:3]=[CH:4][CH:5]=[CH:6][CH:7]=1. The reactants are [CH2:1]([N:8]1[CH2:13][CH2:12][C:11](=[O:14])[CH2:10][CH2:9]1)[C:2]1[CH:7]=[CH:6][CH:5]=[CH:4][CH:3]=1.OC(C)(C)[C:17]#[N:18].C([O-])([O-])=O.[K+].[K+]. The catalyst is C(O)C.C(OCC)C. The yield is 0.850.